Dataset: Forward reaction prediction with 1.9M reactions from USPTO patents (1976-2016). Task: Predict the product of the given reaction. (1) Given the reactants [CH3:1][O:2][CH:3]([O:20][CH3:21])[CH2:4][O:5][C:6]1[C:7]([CH3:19])=[C:8]([CH:12]=[CH:13][C:14]=1[S:15]([CH3:18])(=[O:17])=[O:16])[C:9]([OH:11])=O.C(Cl)(=O)C(Cl)=O.CN(C=O)C.[OH:33][C:34]1[N:38]([CH3:39])[N:37]=[CH:36][CH:35]=1, predict the reaction product. The product is: [CH3:21][O:20][CH:3]([O:2][CH3:1])[CH2:4][O:5][C:6]1[C:7]([CH3:19])=[C:8]([C:9]([C:35]2[CH:36]=[N:37][N:38]([CH3:39])[C:34]=2[OH:33])=[O:11])[CH:12]=[CH:13][C:14]=1[S:15]([CH3:18])(=[O:17])=[O:16]. (2) Given the reactants [NH2:1][C:2]1[C:9]([CH3:10])=[CH:8][C:5]([C:6]#[N:7])=[CH:4][CH:3]=1.C(OC(=O)C)(=O)C.C([O-])(=O)C.[K+].[N:23](OCCC(C)C)=O.[ClH:31], predict the reaction product. The product is: [Cl:31][C:3]1[CH:4]=[C:5]([C:6]#[N:7])[CH:8]=[C:9]2[C:2]=1[NH:1][N:23]=[CH:10]2. (3) Given the reactants [OH:1][CH2:2][C:3]1[CH:8]=[CH:7][C:6]([CH:9]([CH2:11][CH2:12][CH2:13][CH2:14][CH2:15][CH2:16][CH2:17][CH2:18][CH2:19][CH2:20][CH3:21])[CH3:10])=[CH:5][CH:4]=1.[H-].[Na+].Br[CH2:25][CH2:26][O:27][Si](C(C)(C)C)(C)C.[F-].C([N+](CCCC)(CCCC)CCCC)CCC, predict the reaction product. The product is: [CH3:10][CH:9]([C:6]1[CH:7]=[CH:8][C:3]([CH2:2][O:1][CH2:25][CH2:26][OH:27])=[CH:4][CH:5]=1)[CH2:11][CH2:12][CH2:13][CH2:14][CH2:15][CH2:16][CH2:17][CH2:18][CH2:19][CH2:20][CH3:21]. (4) Given the reactants [H-].[Na+].[O-:3][CH2:4][CH3:5].[Na+].[Cl:7][C:8]1[C:9]([C:40]([NH2:42])=[O:41])=[N:10][CH:11]=[CH:12][C:13]=1[O:14][C:15]1[CH:20]=[CH:19][C:18]([NH:21][C:22]([C:24]2[C:25](=[O:38])[N:26]([C:31]3[CH:36]=[CH:35][C:34]([F:37])=[CH:33][CH:32]=3)[CH:27]=[CH:28][C:29]=2I)=[O:23])=[CH:17][C:16]=1[F:39], predict the reaction product. The product is: [Cl:7][C:8]1[C:9]([C:40]([NH2:42])=[O:41])=[N:10][CH:11]=[CH:12][C:13]=1[O:14][C:15]1[CH:20]=[CH:19][C:18]([NH:21][C:22]([C:24]2[C:25](=[O:38])[N:26]([C:31]3[CH:36]=[CH:35][C:34]([F:37])=[CH:33][CH:32]=3)[CH:27]=[CH:28][C:29]=2[O:3][CH2:4][CH3:5])=[O:23])=[CH:17][C:16]=1[F:39]. (5) Given the reactants [CH3:1][C:2]([CH3:7])([CH3:6])[C@H:3]([NH2:5])[CH3:4].[CH2:8]([O:10][C:11]([C:13]1[N:14]([CH2:26][CH2:27]Br)[N:15]=[C:16]([CH2:18][O:19][C:20]2[CH:25]=[CH:24][CH:23]=[CH:22][CH:21]=2)[CH:17]=1)=[O:12])[CH3:9].[I-].[K+].CC(C)([O-])C.[Na+], predict the reaction product. The product is: [CH2:8]([O:10][C:11]([C:13]1[N:14]([CH2:26][CH2:27][NH:5][C@H:3]([CH3:4])[C:2]([CH3:7])([CH3:6])[CH3:1])[N:15]=[C:16]([CH2:18][O:19][C:20]2[CH:21]=[CH:22][CH:23]=[CH:24][CH:25]=2)[CH:17]=1)=[O:12])[CH3:9].[O:19]([CH2:18][C:16]1[CH:17]=[C:13]([C:11]([OH:12])=[O:10])[N:14]([CH2:26][CH2:27][NH:5][C@H:3]([CH3:4])[C:2]([CH3:7])([CH3:6])[CH3:1])[N:15]=1)[C:20]1[CH:25]=[CH:24][CH:23]=[CH:22][CH:21]=1. (6) The product is: [C:1]([O:5][C:6]([N:8]1[CH2:12][CH2:11][CH2:10][C:9]1([C:16](=[O:17])[C:18]1[CH:23]=[C:22]([F:24])[C:21]([Cl:25])=[C:20]([Cl:26])[CH:19]=1)[CH2:13][CH2:14][CH3:15])=[O:7])([CH3:2])([CH3:3])[CH3:4]. Given the reactants [C:1]([O:5][C:6]([N:8]1[CH2:12][CH2:11][CH2:10][C:9]1([CH:16]([C:18]1[CH:23]=[C:22]([F:24])[C:21]([Cl:25])=[C:20]([Cl:26])[CH:19]=1)[OH:17])[CH2:13][CH2:14][CH3:15])=[O:7])([CH3:4])([CH3:3])[CH3:2], predict the reaction product. (7) Given the reactants [NH2:1][C@H:2]([CH2:5][CH3:6])[CH2:3][OH:4].[C:7](OC(OC(O[C:7]([CH3:10])([CH3:9])[CH3:8])=O)=O)([CH3:10])([CH3:9])[CH3:8], predict the reaction product. The product is: [C:7]([NH:1][C@H:2]([CH2:5][CH3:6])[CH2:3][OH:4])([CH3:10])([CH3:9])[CH3:8].